This data is from Catalyst prediction with 721,799 reactions and 888 catalyst types from USPTO. The task is: Predict which catalyst facilitates the given reaction. (1) Reactant: [CH3:1][C@H:2]([CH:30]=[CH2:31])[C:3]([NH:5][C:6]1[CH:11]=[CH:10][CH:9]=[CH:8][C:7]=1[C:12]1[CH:17]=[CH:16][N:15]=[C:14]([C@@H:18]([NH:22][C:23](=[O:29])[O:24][C:25]([CH3:28])([CH3:27])[CH3:26])[CH2:19]C=C)[CH:13]=1)=[O:4].CC1C=CC(S(O)(=O)=O)=CC=1. Product: [CH3:1][C@H:2]1[C:3](=[O:4])[NH:5][C:6]2[CH:11]=[CH:10][CH:9]=[CH:8][C:7]=2[C:12]2[CH:17]=[CH:16][N:15]=[C:14]([CH:13]=2)[C@@H:18]([NH:22][C:23](=[O:29])[O:24][C:25]([CH3:28])([CH3:27])[CH3:26])[CH2:19][CH:31]=[CH:30]1. The catalyst class is: 4. (2) Reactant: C1(C)C=C(C)C=C(C)C=1C(PC(C1C(C)=CC(C)=CC=1C)=O)=[O:10].C(C1C=CC=CN=1)=C.[CH3:32][C:33]1[CH:60]=[C:59]([CH3:61])[CH:58]=[C:57]([CH3:62])[C:34]=1[C:35]([P:37]([C:46](=[O:56])[C:47]1[C:52]([CH3:53])=[CH:51][C:50]([CH3:54])=[CH:49][C:48]=1[CH3:55])[CH2:38][CH2:39][C:40]1[CH:45]=[CH:44][CH:43]=[CH:42][N:41]=1)=[O:36].[NH4+].[Cl-].OO. Product: [CH3:32][C:33]1[CH:60]=[C:59]([CH3:61])[CH:58]=[C:57]([CH3:62])[C:34]=1[C:35]([P:37]([CH2:38][CH2:39][C:40]1[CH:45]=[CH:44][CH:43]=[CH:42][N:41]=1)([C:46](=[O:56])[C:47]1[C:52]([CH3:53])=[CH:51][C:50]([CH3:54])=[CH:49][C:48]=1[CH3:55])=[O:10])=[O:36]. The catalyst class is: 6. (3) Reactant: [C:1]([S:4][CH:5]1[CH2:10][CH2:9][N:8](C(C2C=CC=CC=2)(C2C=CC=CC=2)C2C=CC=CC=2)[CH2:7]/[C:6]/1=[CH:30]\[C:31]1[N:35]=[CH:34][N:33]([CH2:36][C:37]([O:39][CH3:40])=[O:38])[N:32]=1)(=[O:3])[CH3:2].[F:41][C:42]([F:47])([F:46])[C:43]([OH:45])=[O:44]. Product: [F:41][C:42]([F:47])([F:46])[C:43]([OH:45])=[O:44].[C:1]([S:4][CH:5]1[CH2:10][CH2:9][NH:8][CH2:7]/[C:6]/1=[CH:30]\[C:31]1[N:35]=[CH:34][N:33]([CH2:36][C:37]([O:39][CH3:40])=[O:38])[N:32]=1)(=[O:3])[CH3:2]. The catalyst class is: 4. (4) Reactant: Cl.[CH3:2][O:3][C:4](=[O:15])[C@H:5]([CH2:7][C:8]1[CH:13]=[CH:12][C:11]([OH:14])=[CH:10][CH:9]=1)[NH2:6].C(N(CC)CC)C.Cl.[C:24](Cl)(=[O:36])[CH2:25][CH2:26][CH2:27][CH2:28][CH2:29][CH2:30][CH2:31][CH2:32][CH2:33][CH2:34][CH3:35]. Product: [C:24]([NH:6][C@@H:5]([CH2:7][C:8]1[CH:9]=[CH:10][C:11]([OH:14])=[CH:12][CH:13]=1)[C:4]([O:3][CH3:2])=[O:15])(=[O:36])[CH2:25][CH2:26][CH2:27][CH2:28][CH2:29][CH2:30][CH2:31][CH2:32][CH2:33][CH2:34][CH3:35]. The catalyst class is: 229. (5) Reactant: [F:1][C:2]([F:39])([F:38])[C:3]1[CH:4]=[C:5]([CH:31]=[C:32]([C:34]([F:37])([F:36])[F:35])[CH:33]=1)[CH2:6][N:7]([CH2:12][C:13]1[CH:18]=[C:17](I)[CH:16]=[CH:15][C:14]=1[C:20]1[CH:25]=[C:24]([CH:26]([CH3:28])[CH3:27])[CH:23]=[CH:22][C:21]=1[O:29][CH3:30])[C:8](=[O:11])[O:9][CH3:10].[C:40]([Cu])#[N:41].O. The catalyst class is: 3. Product: [F:1][C:2]([F:39])([F:38])[C:3]1[CH:4]=[C:5]([CH:31]=[C:32]([C:34]([F:37])([F:36])[F:35])[CH:33]=1)[CH2:6][N:7]([CH2:12][C:13]1[CH:18]=[C:17]([C:40]#[N:41])[CH:16]=[CH:15][C:14]=1[C:20]1[CH:25]=[C:24]([CH:26]([CH3:28])[CH3:27])[CH:23]=[CH:22][C:21]=1[O:29][CH3:30])[C:8](=[O:11])[O:9][CH3:10]. (6) Product: [Br:1][C:2]1[C:3]([CH3:11])=[C:4]([CH:8]=[CH:9][CH:10]=1)[C:5]#[N:7]. Reactant: [Br:1][C:2]1[C:3]([CH3:11])=[C:4]([CH:8]=[CH:9][CH:10]=1)[C:5]([NH2:7])=O.N1C=CC=CC=1.FC(F)(F)C(OC(=O)C(F)(F)F)=O. The catalyst class is: 4. (7) Product: [C:28]([C:30]1[CH:35]=[CH:34][CH:33]=[CH:32][C:31]=1[S:36]([N:4]([CH:1]1[CH2:3][CH2:2]1)[CH2:5][CH2:6][CH2:7][NH:8][C:9]([C@@H:11]([NH:16][C:17]([C:19]1[S:20][C:21]2[CH:27]=[CH:26][CH:25]=[CH:24][C:22]=2[CH:23]=1)=[O:18])[CH2:12][CH:13]([CH3:15])[CH3:14])=[O:10])(=[O:38])=[O:37])#[N:29]. The catalyst class is: 4. Reactant: [CH:1]1([NH:4][CH2:5][CH2:6][CH2:7][NH:8][C:9]([C@@H:11]([NH:16][C:17]([C:19]2[S:20][C:21]3[CH:27]=[CH:26][CH:25]=[CH:24][C:22]=3[CH:23]=2)=[O:18])[CH2:12][CH:13]([CH3:15])[CH3:14])=[O:10])[CH2:3][CH2:2]1.[C:28]([C:30]1[CH:35]=[CH:34][CH:33]=[CH:32][C:31]=1[S:36](Cl)(=[O:38])=[O:37])#[N:29].C(N(CC)CC)C. (8) Reactant: C(N(CC)C(C)C)(C)C.CN(C(ON1N=NC2C=CC=NC1=2)=[N+](C)C)C.F[P-](F)(F)(F)(F)F.[CH3:34][C:35]1([CH3:44])[CH2:40][NH:39][CH:38]([CH:41]([OH:43])[CH3:42])[CH2:37][O:36]1.[Cl:45][C:46]1[CH:51]=[CH:50][N:49]=[C:48]([CH2:52][NH:53][C:54]2[O:55][C:56]3[C:62]([O:63][CH3:64])=[CH:61][C:60]([C:65](O)=[O:66])=[CH:59][C:57]=3[N:58]=2)[CH:47]=1. Product: [Cl:45][C:46]1[CH:51]=[CH:50][N:49]=[C:48]([CH2:52][NH:53][C:54]2[O:55][C:56]3[C:62]([O:63][CH3:64])=[CH:61][C:60]([C:65]([N:39]4[CH:38]([CH:41]([OH:43])[CH3:42])[CH2:37][O:36][C:35]([CH3:34])([CH3:44])[CH2:40]4)=[O:66])=[CH:59][C:57]=3[N:58]=2)[CH:47]=1. The catalyst class is: 9. (9) Reactant: [Br:1][C:2]1[CH:7]=[CH:6][C:5]([NH:8][C:9](=[O:20])[C:10]2[CH:15]=[CH:14][C:13](F)=[C:12]([N+:17]([O-:19])=[O:18])[CH:11]=2)=[CH:4][CH:3]=1.[CH3:21][N:22]([CH3:26])[CH2:23][CH2:24][NH2:25].C([O-])(O)=O.[Na+]. Product: [Br:1][C:2]1[CH:7]=[CH:6][C:5]([NH:8][C:9](=[O:20])[C:10]2[CH:15]=[CH:14][C:13]([NH:25][CH2:24][CH2:23][N:22]([CH3:26])[CH3:21])=[C:12]([N+:17]([O-:19])=[O:18])[CH:11]=2)=[CH:4][CH:3]=1. The catalyst class is: 14.